Dataset: Forward reaction prediction with 1.9M reactions from USPTO patents (1976-2016). Task: Predict the product of the given reaction. (1) Given the reactants [OH-].[Li+].C[O:4][C:5](=[O:65])[C:6]1[CH:11]=[CH:10][C:9]([O:12][CH2:13][CH2:14][CH2:15][CH2:16][CH2:17][NH:18][C:19]([NH:21][C:22]2[CH:27]=[C:26]([NH:28][C:29]([O:31][CH2:32][CH2:33][Si:34]([CH3:37])([CH3:36])[CH3:35])=[O:30])[CH:25]=[C:24]([CH3:38])[C:23]=2[C:39]2[CH:44]=[CH:43][CH:42]=[C:41]([S:45]([C:48]3[CH:52]=[C:51]([C:53]([NH:55][C:56]([O:58][C:59]([CH3:62])([CH3:61])[CH3:60])=[O:57])=[NH:54])[S:50][C:49]=3[S:63][CH3:64])(=[O:47])=[O:46])[CH:40]=2)=[O:20])=[CH:8][CH:7]=1.O, predict the reaction product. The product is: [C:59]([O:58][C:56]([NH:55][C:53](=[NH:54])[C:51]1[S:50][C:49]([S:63][CH3:64])=[C:48]([S:45]([C:41]2[CH:40]=[C:39]([C:23]3[C:24]([CH3:38])=[CH:25][C:26]([NH:28][C:29]([O:31][CH2:32][CH2:33][Si:34]([CH3:35])([CH3:36])[CH3:37])=[O:30])=[CH:27][C:22]=3[NH:21][C:19](=[O:20])[NH:18][CH2:17][CH2:16][CH2:15][CH2:14][CH2:13][O:12][C:9]3[CH:10]=[CH:11][C:6]([C:5]([OH:65])=[O:4])=[CH:7][CH:8]=3)[CH:44]=[CH:43][CH:42]=2)(=[O:46])=[O:47])[CH:52]=1)=[O:57])([CH3:62])([CH3:60])[CH3:61]. (2) Given the reactants C([O:3][C:4](=[O:22])[C:5]1[CH:10]=[C:9](Br)[C:8]([O:12][CH2:13][C:14]([F:17])([F:16])[F:15])=[N:7][C:6]=1[C:18]([F:21])([F:20])[F:19])C.[Cl:23][C:24]1[CH:29]=[CH:28][C:27](B(O)O)=[CH:26][CH:25]=1.O.[OH-].[Li+], predict the reaction product. The product is: [Cl:23][C:24]1[CH:29]=[CH:28][C:27]([C:9]2[C:8]([O:12][CH2:13][C:14]([F:15])([F:16])[F:17])=[N:7][C:6]([C:18]([F:19])([F:20])[F:21])=[C:5]([CH:10]=2)[C:4]([OH:22])=[O:3])=[CH:26][CH:25]=1. (3) Given the reactants [CH2:1]([C:3]1[CH:8]=[C:7]([CH2:9]O)[CH:6]=[CH:5][C:4]=1[C:11]1[CH:16]=[CH:15][CH:14]=[CH:13][CH:12]=1)[CH3:2].C1C=CC(P(C2C=CC=CC=2)C2C=CC=CC=2)=CC=1.C(Br)(Br)(Br)[Br:37], predict the reaction product. The product is: [Br:37][CH2:9][C:7]1[CH:6]=[CH:5][C:4]([C:11]2[CH:16]=[CH:15][CH:14]=[CH:13][CH:12]=2)=[C:3]([CH2:1][CH3:2])[CH:8]=1. (4) Given the reactants [O:1]=[C:2]([NH:22][C:23]1[CH:28]=[CH:27][C:26]([O:29][C:30]([F:33])([F:32])[F:31])=[CH:25][CH:24]=1)[CH2:3][N:4]1[CH2:10][CH2:9][CH2:8][N:7]([CH2:11][C:12]2[CH:21]=[CH:20][C:15]([C:16]([O:18]C)=[O:17])=[CH:14][CH:13]=2)[CH2:6][CH2:5]1.[OH-].[Na+], predict the reaction product. The product is: [O:1]=[C:2]([NH:22][C:23]1[CH:28]=[CH:27][C:26]([O:29][C:30]([F:33])([F:32])[F:31])=[CH:25][CH:24]=1)[CH2:3][N:4]1[CH2:10][CH2:9][CH2:8][N:7]([CH2:11][C:12]2[CH:13]=[CH:14][C:15]([C:16]([OH:18])=[O:17])=[CH:20][CH:21]=2)[CH2:6][CH2:5]1. (5) Given the reactants [C:1]([OH:7])([C:3]([F:6])([F:5])[F:4])=[O:2].[C:8]12([C:18]([C:20]3[CH:25]=[CH:24][C:23]([C:26]([NH:28][C:29]4[CH:38]=[CH:37][C:36]([Cl:39])=[CH:35][C:30]=4[C:31]([O:33][CH3:34])=[O:32])=[O:27])=[CH:22][CH:21]=3)=O)[CH2:17][CH:12]3[CH2:13][CH:14]([CH2:16][CH:10]([CH2:11]3)[CH2:9]1)[CH2:15]2.C([SiH](CC)CC)C, predict the reaction product. The product is: [C:8]12([CH2:18][C:20]3[CH:21]=[CH:22][C:23]([C:26]([NH:28][C:29]4[CH:38]=[CH:37][C:36]([Cl:39])=[CH:35][C:30]=4[C:31]([O:33][CH3:34])=[O:32])=[O:27])=[CH:24][CH:25]=3)[CH2:9][CH:10]3[CH2:11][CH:12]([CH2:13][CH:14]([CH2:16]3)[CH2:15]1)[CH2:17]2.[C:8]12([CH:18]([O:2][C:1](=[O:7])[C:3]([F:6])([F:5])[F:4])[C:20]3[CH:21]=[CH:22][C:23]([C:26]([NH:28][C:29]4[CH:38]=[CH:37][C:36]([Cl:39])=[CH:35][C:30]=4[C:31]([O:33][CH3:34])=[O:32])=[O:27])=[CH:24][CH:25]=3)[CH2:9][CH:10]3[CH2:11][CH:12]([CH2:13][CH:14]([CH2:16]3)[CH2:15]1)[CH2:17]2. (6) The product is: [Cl:1][C:2]1[CH:7]=[C:6]([Cl:8])[CH:5]=[CH:4][C:3]=1[C:9]1[N:10]=[C:11]([CH3:30])[C:12]([NH:17][C@@H:18]2[C:26]3[C:21](=[CH:22][CH:23]=[CH:24][CH:25]=3)[CH2:20][C@@H:19]2[O:27][CH2:28][CH3:29])=[N:13][C:14]=1[CH2:15][CH3:16]. Given the reactants [Cl:1][C:2]1[CH:7]=[C:6]([Cl:8])[CH:5]=[CH:4][C:3]=1[C:9]1[N:10]=[C:11]([CH2:30]C)[C:12]([NH:17][C@@H:18]2[C:26]3[C:21](=[CH:22][CH:23]=[CH:24][CH:25]=3)[CH2:20][C@@H:19]2[O:27][CH2:28][CH3:29])=[N:13][C:14]=1[CH2:15][CH3:16].ClC1C=C(Cl)C=CC=1C1N=C(C)C(N[C@@H]2C3C(=CC=CC=3)C[C@@H]2O)=NC=1CC, predict the reaction product. (7) Given the reactants [CH:1]1=[CH:2][CH:3]=[CH:4][CH2:5][CH2:6][CH2:7]1.I([O-])(=O)(=O)=O.C([N+](CCCC)(CCCC)CCCC)CCC.[OH:30][NH:31][C:32](=[O:38])[O:33][C:34]([CH3:37])([CH3:36])[CH3:35], predict the reaction product. The product is: [CH:2]12[CH:1]=[CH:7][CH:6]([O:30][N:31]1[C:32]([O:33][C:34]([CH3:37])([CH3:36])[CH3:35])=[O:38])[CH2:5][CH2:4][CH2:3]2.